From a dataset of Forward reaction prediction with 1.9M reactions from USPTO patents (1976-2016). Predict the product of the given reaction. (1) Given the reactants Cl.[F:2][CH2:3][CH2:4][N:5]1[CH2:10][CH2:9][CH:8]([C:11](=[NH:15])OCC)[CH2:7][CH2:6]1.CO[CH:18](OC)[CH2:19][NH2:20], predict the reaction product. The product is: [F:2][CH2:3][CH2:4][N:5]1[CH2:6][CH2:7][CH:8]([C:11]2[NH:15][CH:18]=[CH:19][N:20]=2)[CH2:9][CH2:10]1. (2) Given the reactants [CH3:1][C:2]1[N:3]=[CH:4][O:5][CH:6]=1.[CH2:7]([O:9][C:10](=[O:32])[N:11]([C:21]1[CH:26]=[C:25](Br)[N:24]=[C:23]([NH2:28])[C:22]=1[N+:29]([O-:31])=[O:30])[CH2:12][C:13]1[CH:18]=[CH:17][CH:16]=[C:15]([C:19]#[N:20])[CH:14]=1)[CH3:8], predict the reaction product. The product is: [CH2:7]([O:9][C:10](=[O:32])[N:11]([C:21]1[CH:26]=[C:25]([C:4]2[O:5][CH:6]=[C:2]([CH3:1])[N:3]=2)[N:24]=[C:23]([NH2:28])[C:22]=1[N+:29]([O-:31])=[O:30])[CH2:12][C:13]1[CH:18]=[CH:17][CH:16]=[C:15]([C:19]#[N:20])[CH:14]=1)[CH3:8]. (3) Given the reactants [OH-].[K+].[CH3:3][C:4]1[C:13]2[C:8](=[C:9]([C:18](=[O:20])[CH3:19])[C:10]([O:14][CH2:15][C:16]#[CH:17])=[CH:11][CH:12]=2)[O:7][C:6](=[O:21])[CH:5]=1.[F:22][C:23]1[CH:30]=[CH:29][C:26]([CH:27]=O)=[CH:25][CH:24]=1, predict the reaction product. The product is: [CH3:3][C:4]1[C:13]2[C:8](=[C:9]([C:18](=[O:20])[CH:19]=[CH:27][C:26]3[CH:29]=[CH:30][C:23]([F:22])=[CH:24][CH:25]=3)[C:10]([O:14][CH2:15][C:16]#[CH:17])=[CH:11][CH:12]=2)[O:7][C:6](=[O:21])[CH:5]=1. (4) Given the reactants Br[C:2]1[CH:3]=[CH:4][C:5]([F:8])=[N:6][CH:7]=1.[CH2:9](B(CC)CC)[CH3:10].C([O-])([O-])=O.[K+].[K+], predict the reaction product. The product is: [CH2:9]([C:2]1[CH:3]=[CH:4][C:5]([F:8])=[N:6][CH:7]=1)[CH3:10]. (5) Given the reactants [Cl:1][C:2]1[N:7]=[C:6]([NH:8]C(=O)C(C)(C)C)[CH:5]=[CH:4][C:3]=1[CH3:15].C([O-])(O)=O.[Na+], predict the reaction product. The product is: [Cl:1][C:2]1[N:7]=[C:6]([NH2:8])[CH:5]=[CH:4][C:3]=1[CH3:15]. (6) The product is: [CH:4]1([NH2:1])[CH2:5][CH2:11][CH2:10][CH2:6][CH2:7]1.[N+:1]([CH2:4][C@:5]1([CH2:12][C:13]([OH:15])=[O:14])[CH2:11][C@@H:10]2[C@H:6]1[CH2:7][CH2:8][CH2:9]2)([O-:3])=[O:2]. Given the reactants [N+:1]([CH2:4][C@:5]1([CH2:12][C:13]([OH:15])=[O:14])[CH2:11][C@@H:10]2[C@H:6]1[CH2:7][CH2:8][CH2:9]2)([O-:3])=[O:2].C1(N)CCCCC1, predict the reaction product. (7) The product is: [F:1][CH:2]([C:7]1[CH:8]=[C:9]([CH:10]=[CH:11][CH:12]=1)[CH2:13][Br:14])[C:3]([F:6])([CH3:5])[CH3:4]. Given the reactants [F:1][CH:2]([C:7]1[CH:12]=[CH:11][CH:10]=[C:9]([CH3:13])[CH:8]=1)[C:3]([F:6])([CH3:5])[CH3:4].[Br:14]N1C(=O)CCC1=O.N(C(C)(C)C#N)=NC(C)(C)C#N, predict the reaction product.